Dataset: Forward reaction prediction with 1.9M reactions from USPTO patents (1976-2016). Task: Predict the product of the given reaction. Given the reactants C(O)(=O)CC(CC(O)=O)(C(O)=O)O.C([O-])(=O)CC(CC([O-])=O)(C([O-])=O)O.Cl.[Cl:28][C:29]1[C:38]2[C:37]([S:39]([N:42]3[CH2:46][CH2:45][C@H:44]([NH:47]C)[CH2:43]3)(=[O:41])=[O:40])=[CH:36][CH:35]=[CH:34][C:33]=2[CH:32]=[N:31][CH:30]=1.P(=O)(O)(O)O.[Cl-].[Na+].P([O-])([O-])([O-])=O, predict the reaction product. The product is: [ClH:28].[Cl:28][C:29]1[C:38]2[C:37]([S:39]([N:42]3[CH2:46][CH2:45][C@H:44]([NH2:47])[CH2:43]3)(=[O:40])=[O:41])=[CH:36][CH:35]=[CH:34][C:33]=2[CH:32]=[N:31][CH:30]=1.